This data is from Catalyst prediction with 721,799 reactions and 888 catalyst types from USPTO. The task is: Predict which catalyst facilitates the given reaction. (1) Reactant: C([Si](C)(C)[O:6][C:7]1[CH:12]=[CH:11][C:10]([C:13]2[CH:17]=[C:16]([C:18]([NH2:20])=[O:19])[O:15][N:14]=2)=[CH:9][CH:8]=1)(C)(C)C.C([O-])([O-])=O.[K+].[K+].C1OCCOCCOCCOCCOCCOC1.[F-].[K+].[Cl:49][C:50]1[CH:57]=[CH:56][CH:55]=[CH:54][C:51]=1[CH2:52]Cl. Product: [Cl:49][C:50]1[CH:57]=[CH:56][CH:55]=[CH:54][C:51]=1[CH2:52][O:6][C:7]1[CH:8]=[CH:9][C:10]([C:13]2[CH:17]=[C:16]([C:18]([NH2:20])=[O:19])[O:15][N:14]=2)=[CH:11][CH:12]=1. The catalyst class is: 18. (2) Reactant: [NH2:1][C:2]1[C:7]2=[C:8]([C:26]3[S:27][C:28]4[C:34]([O:35][CH3:36])=[CH:33][C:32]([CH3:37])=[CH:31][C:29]=4[CH:30]=3)[C:9]([Cl:25])=[C:10]([CH2:11][N:12]3[CH2:17][CH2:16][N:15](C(OC(C)(C)C)=O)[CH2:14][CH2:13]3)[N:6]2[N:5]=[CH:4][N:3]=1.[ClH:38]. Product: [ClH:25].[ClH:38].[ClH:25].[Cl:25][C:9]1[C:8]([C:26]2[S:27][C:28]3[C:34]([O:35][CH3:36])=[CH:33][C:32]([CH3:37])=[CH:31][C:29]=3[CH:30]=2)=[C:7]2[N:6]([C:10]=1[CH2:11][N:12]1[CH2:13][CH2:14][NH:15][CH2:16][CH2:17]1)[N:5]=[CH:4][N:3]=[C:2]2[NH2:1]. The catalyst class is: 12.